From a dataset of Peptide-MHC class II binding affinity with 134,281 pairs from IEDB. Regression. Given a peptide amino acid sequence and an MHC pseudo amino acid sequence, predict their binding affinity value. This is MHC class II binding data. (1) The peptide sequence is YDKFKANVSTVLTGK. The MHC is DRB1_0405 with pseudo-sequence DRB1_0405. The binding affinity (normalized) is 0.153. (2) The peptide sequence is EITPQASTTEAILPE. The MHC is DRB1_1501 with pseudo-sequence DRB1_1501. The binding affinity (normalized) is 0. (3) The peptide sequence is YDKFGANVSTVLTGK. The MHC is DRB1_1101 with pseudo-sequence DRB1_1101. The binding affinity (normalized) is 0.394. (4) The MHC is DRB1_0405 with pseudo-sequence DRB1_0405. The peptide sequence is RPLWIIFSGNMNIKL. The binding affinity (normalized) is 0.443. (5) The peptide sequence is MGSLEMVPMGAGPPSPGGDP. The MHC is DRB1_1301 with pseudo-sequence DRB1_1301. The binding affinity (normalized) is 0. (6) The peptide sequence is FEFNKKAIETLNDNT. The MHC is DRB5_0101 with pseudo-sequence DRB5_0101. The binding affinity (normalized) is 0.113.